Task: Predict the reactants needed to synthesize the given product.. Dataset: Full USPTO retrosynthesis dataset with 1.9M reactions from patents (1976-2016) (1) Given the product [CH3:25][S:26][CH2:27][O:20][C:9]1[CH:8]=[CH:7][C:6]2[C@@H:5]3[C@H:14]([C@H:15]4[C@@:2]([CH2:3][CH2:4]3)([CH3:1])[C:18](=[O:19])[CH2:17][CH2:16]4)[CH2:13][CH2:12][C:11]=2[CH:10]=1, predict the reactants needed to synthesize it. The reactants are: [CH3:1][C@@:2]12[C:18](=[O:19])[CH2:17][CH2:16][C@H:15]1[C@H:14]1[C@@H:5]([C:6]3[CH:7]=[CH:8][C:9]([OH:20])=[CH:10][C:11]=3[CH2:12][CH2:13]1)[CH2:4][CH2:3]2.[H-].[Na+].[H][H].[CH3:25][S:26][CH2:27]Cl. (2) Given the product [F:36][CH:37]([F:46])[N:38]1[CH:43]=[CH:42][C:41]([C:16]2[CH:17]=[CH:18][C:13]([C@@H:11]([N:7]3[CH2:6][CH2:5][C@:4]([CH2:3][C:2]([OH:1])([CH3:35])[CH3:34])([C:28]4[CH:29]=[CH:30][CH:31]=[CH:32][CH:33]=4)[O:9][C:8]3=[O:10])[CH3:12])=[CH:14][CH:15]=2)=[CH:40][C:39]1=[O:45], predict the reactants needed to synthesize it. The reactants are: [OH:1][C:2]([CH3:35])([CH3:34])[CH2:3][C@@:4]1([C:28]2[CH:33]=[CH:32][CH:31]=[CH:30][CH:29]=2)[O:9][C:8](=[O:10])[N:7]([C@H:11]([C:13]2[CH:18]=[CH:17][C:16](B3OC(C)(C)C(C)(C)O3)=[CH:15][CH:14]=2)[CH3:12])[CH2:6][CH2:5]1.[F:36][CH:37]([F:46])[N:38]1[CH:43]=[CH:42][C:41](I)=[CH:40][C:39]1=[O:45].C([O-])([O-])=O.[Cs+].[Cs+].O.